From a dataset of CYP2C19 inhibition data for predicting drug metabolism from PubChem BioAssay. Regression/Classification. Given a drug SMILES string, predict its absorption, distribution, metabolism, or excretion properties. Task type varies by dataset: regression for continuous measurements (e.g., permeability, clearance, half-life) or binary classification for categorical outcomes (e.g., BBB penetration, CYP inhibition). Dataset: cyp2c19_veith. (1) The drug is Cc1cc(C(=O)NNCc2ccccc2)no1. The result is 0 (non-inhibitor). (2) The molecule is CN(C)c1ccc(N=Cc2nc(-c3ccccc3)oc2O)cc1. The result is 1 (inhibitor). (3) The molecule is N=C(N)c1ccc(N)cc1. The result is 0 (non-inhibitor). (4) The compound is CCc1ccc(C(=O)N2CCC(c3nc4ccccc4s3)CC2)cc1. The result is 1 (inhibitor). (5) The drug is COc1cccc(Sc2cc(N3CCOCC3)nc(-c3ccccc3)n2)c1. The result is 1 (inhibitor). (6) The molecule is CCN1C/C(=C\c2cccc(C)c2)c2nc3ccccc3c(C(=O)O)c2C1. The result is 0 (non-inhibitor). (7) The drug is Cc1cc(C)c(-n2c(O)c(C=NCCN3CCOCC3)c(=O)[nH]c2=O)c(C)c1. The result is 0 (non-inhibitor). (8) The drug is Cc1cccc(C(=O)NC(=S)N2CCN(C)CC2)c1. The result is 0 (non-inhibitor). (9) The result is 1 (inhibitor). The compound is Fc1ccc(-c2cnc(-c3cccs3)o2)cc1. (10) The molecule is O=C(Nc1nnc(-c2ccc(Cl)cc2)o1)Nc1ccccc1Cl. The result is 0 (non-inhibitor).